This data is from Catalyst prediction with 721,799 reactions and 888 catalyst types from USPTO. The task is: Predict which catalyst facilitates the given reaction. (1) Reactant: C(O)(=O)C.[CH:5]1([CH2:8][O:9][C:10]2[CH:15]=[CH:14][CH:13]=[C:12](/[CH:16]=[CH:17]/[N+:18]([O-:20])=[O:19])[CH:11]=2)[CH2:7][CH2:6]1.[BH4-].[Na+]. Product: [CH:5]1([CH2:8][O:9][C:10]2[CH:15]=[CH:14][CH:13]=[C:12]([CH2:16][CH2:17][N+:18]([O-:20])=[O:19])[CH:11]=2)[CH2:7][CH2:6]1. The catalyst class is: 16. (2) Reactant: [OH:1][C:2]1[C:7]2[C:8](=[O:11])[CH2:9][O:10][C:6]=2[CH:5]=[CH:4][CH:3]=1.CCN([CH2:17][CH3:18])CC.[C:19](Cl)(=[O:21])[CH3:20].[OH2:23]. Product: [C:19]([O:11][C:8]1[C:7]2[C:2]([O:1][C:17](=[O:23])[CH3:18])=[CH:3][CH:4]=[CH:5][C:6]=2[O:10][CH:9]=1)(=[O:21])[CH3:20]. The catalyst class is: 26. (3) Reactant: [CH3:1][N:2]([CH3:31])[C@H:3]1[CH2:8][CH2:7][C@H:6]([C:9]([NH:11][C:12]2[C:16]3[CH:17]=[CH:18][CH:19]=[CH:20][C:15]=3[O:14][C:13]=2[C:21]([NH:23][C:24]2[CH:29]=[CH:28][C:27]([Cl:30])=[CH:26][CH:25]=2)=[O:22])=[O:10])[CH2:5][CH2:4]1.[CH3:32][I:33]. Product: [I-:33].[Cl:30][C:27]1[CH:28]=[CH:29][C:24]([NH:23][C:21]([C:13]2[O:14][C:15]3[CH:20]=[CH:19][CH:18]=[CH:17][C:16]=3[C:12]=2[NH:11][C:9]([CH:6]2[CH2:7][CH2:8][CH:3]([N+:2]([CH3:32])([CH3:31])[CH3:1])[CH2:4][CH2:5]2)=[O:10])=[O:22])=[CH:25][CH:26]=1. The catalyst class is: 4. (4) Product: [CH2:1]([O:3][P:4](/[CH:9]=[CH:10]/[C:11]1[CH:20]=[CH:19][C:18]2[C:13](=[C:14]([C:22]3[C:31]4[C:26](=[CH:27][CH:28]=[CH:29][CH:30]=4)[CH:25]=[CH:24][CH:23]=3)[CH:15]=[C:16]([NH:21][C:38](=[O:40])[CH3:39])[CH:17]=2)[N:12]=1)(=[O:8])[O:5][CH2:6][CH3:7])[CH3:2]. Reactant: [CH2:1]([O:3][P:4](/[CH:9]=[CH:10]/[C:11]1[CH:20]=[CH:19][C:18]2[C:13](=[C:14]([C:22]3[C:31]4[C:26](=[CH:27][CH:28]=[CH:29][CH:30]=4)[CH:25]=[CH:24][CH:23]=3)[CH:15]=[C:16]([NH2:21])[CH:17]=2)[N:12]=1)(=[O:8])[O:5][CH2:6][CH3:7])[CH3:2].N1C=CC=CC=1.[C:38](OC(=O)C)(=[O:40])[CH3:39]. The catalyst class is: 2. (5) Reactant: [C:1]1(=O)[CH2:7][CH2:6][CH2:5][CH2:4][C:3](=[O:8])[CH2:2]1.C([O-])(=O)C.[Na+].BrBr.[NH2:17][C:18]([NH2:20])=[S:19]. Product: [NH2:20][C:18]1[S:19][C:2]2[C:3](=[O:8])[CH2:4][CH2:5][CH2:6][CH2:7][C:1]=2[N:17]=1. The catalyst class is: 15. (6) Reactant: [OH:1][C:2]1[N:7]=[CH:6][C:5]2[CH:8]3[CH:11]([C:12]([O:14][CH2:15][CH3:16])=[O:13])[CH:9]3[CH2:10][C:4]=2[CH:3]=1.Br[CH2:18][C:19]1[CH:20]=[C:21]([C:25]2[C:30]([CH3:31])=[CH:29][C:28]([O:32][CH2:33][CH2:34][CH2:35][S:36]([CH3:39])(=[O:38])=[O:37])=[CH:27][C:26]=2[CH3:40])[CH:22]=[CH:23][CH:24]=1. Product: [CH3:40][C:26]1[CH:27]=[C:28]([O:32][CH2:33][CH2:34][CH2:35][S:36]([CH3:39])(=[O:37])=[O:38])[CH:29]=[C:30]([CH3:31])[C:25]=1[C:21]1[CH:22]=[CH:23][CH:24]=[C:19]([CH2:18][O:1][C:2]2[N:7]=[CH:6][C:5]3[C@@H:8]4[C@@H:11]([C:12]([O:14][CH2:15][CH3:16])=[O:13])[C@@H:9]4[CH2:10][C:4]=3[CH:3]=2)[CH:20]=1. The catalyst class is: 11. (7) Reactant: CC([N:5]([CH2:9][CH:10]([NH:18][C:19]([C:21]1[S:22][CH:23]=[C:24]([C:26]2[N:30]([CH3:31])[N:29]=[CH:28][C:27]=2[Cl:32])[CH:25]=1)=[O:20])[CH2:11][C:12]1[CH:17]=[CH:16][CH:15]=[CH:14][CH:13]=1)C(=O)[O-])(C)C. Product: [NH2:5][CH2:9][CH:10]([NH:18][C:19]([C:21]1[S:22][CH:23]=[C:24]([C:26]2[N:30]([CH3:31])[N:29]=[CH:28][C:27]=2[Cl:32])[CH:25]=1)=[O:20])[CH2:11][C:12]1[CH:13]=[CH:14][CH:15]=[CH:16][CH:17]=1. The catalyst class is: 137.